This data is from Full USPTO retrosynthesis dataset with 1.9M reactions from patents (1976-2016). The task is: Predict the reactants needed to synthesize the given product. (1) Given the product [CH3:17][N:16]([CH3:18])[CH2:15][CH2:14][CH:13]([C:11]1[N:12]=[C:8]([C:5]2[CH:4]=[CH:3][C:2]([F:1])=[CH:7][CH:6]=2)[O:9][CH:10]=1)[CH2:19][NH:20][C:33](=[O:34])[C:32]1[CH:36]=[C:28]([C:25]2[N:24]=[C:23]([C:22]([F:38])([F:37])[F:21])[O:27][N:26]=2)[CH:29]=[N:30][CH:31]=1, predict the reactants needed to synthesize it. The reactants are: [F:1][C:2]1[CH:7]=[CH:6][C:5]([C:8]2[O:9][CH:10]=[C:11]([CH:13]([CH2:19][NH2:20])[CH2:14][CH2:15][N:16]([CH3:18])[CH3:17])[N:12]=2)=[CH:4][CH:3]=1.[F:21][C:22]([F:38])([F:37])[C:23]1[O:27][N:26]=[C:25]([C:28]2[CH:29]=[N:30][CH:31]=[C:32]([CH:36]=2)[C:33](O)=[O:34])[N:24]=1. (2) Given the product [CH3:19][C:16]1[CH:17]=[CH:18][C:13]([S:10]([N:9]([C@H:20]([CH3:23])[CH2:21][O:22][S:2]([CH3:1])(=[O:4])=[O:3])[CH2:8][CH2:7][O:6][S:2]([CH3:1])(=[O:4])=[O:3])(=[O:12])=[O:11])=[CH:14][CH:15]=1, predict the reactants needed to synthesize it. The reactants are: [CH3:1][S:2](Cl)(=[O:4])=[O:3].[OH:6][CH2:7][CH2:8][N:9]([C@H:20]([CH3:23])[CH2:21][OH:22])[S:10]([C:13]1[CH:18]=[CH:17][C:16]([CH3:19])=[CH:15][CH:14]=1)(=[O:12])=[O:11]. (3) Given the product [NH2:9][C@@:8]1([C:3]2[CH:4]=[CH:5][CH:6]=[CH:7][C:2]=2[F:1])[CH2:15][C@@H:14]([O:16][CH2:17][C:18]2[CH:23]=[CH:22][C:21]([F:24])=[C:20]([F:25])[CH:19]=2)[CH2:13][C@H:12]1[CH2:11][OH:10], predict the reactants needed to synthesize it. The reactants are: [F:1][C:2]1[CH:7]=[CH:6][CH:5]=[CH:4][C:3]=1[C@:8]12[CH2:15][C@@H:14]([O:16][CH2:17][C:18]3[CH:23]=[CH:22][C:21]([F:24])=[C:20]([F:25])[CH:19]=3)[CH2:13][C@H:12]1[CH2:11][O:10][NH:9]2.C(=O)(O)[O-].[Na+].C(OCC)(=O)C. (4) Given the product [N:19]1[CH:20]=[CH:21][CH:22]=[C:17]([C:16]2[C:10]3[CH2:9][NH:8][CH2:13][CH2:12][C:11]=3[NH:14][N:15]=2)[N:18]=1, predict the reactants needed to synthesize it. The reactants are: C(OC([N:8]1[CH2:13][CH2:12][C:11]2[N:14](COCC[Si](C)(C)C)[N:15]=[C:16]([C:17]3[N:18]=[N:19][CH:20]=[CH:21][CH:22]=3)[C:10]=2[CH2:9]1)=O)(C)(C)C.C(O)(C(F)(F)F)=O. (5) Given the product [Cl:8][C:6]1[CH:7]=[C:2]([Cl:1])[C:3]2[O:10][C:19]([C:16]3[CH:17]=[CH:18][C:13]([O:12][CH3:11])=[CH:14][CH:15]=3)=[CH:20][C:4]=2[CH:5]=1, predict the reactants needed to synthesize it. The reactants are: [Cl:1][C:2]1[CH:7]=[C:6]([Cl:8])[CH:5]=[C:4](I)[C:3]=1[OH:10].[CH3:11][O:12][C:13]1[CH:18]=[CH:17][C:16]([C:19]#[CH:20])=[CH:15][CH:14]=1.O. (6) Given the product [Cl:1][C:2]1[CH:7]=[CH:6][C:5]([C:8]2[CH:9]=[CH:10][C:11]([C:14]#[C:15][C:16]3[CH:17]=[CH:18][C:19](/[CH:22]=[CH:23]/[CH2:24][NH:26][C:27]([CH3:32])([CH2:30][OH:31])[CH2:28][OH:29])=[CH:20][CH:21]=3)=[N:12][CH:13]=2)=[CH:4][CH:3]=1, predict the reactants needed to synthesize it. The reactants are: [Cl:1][C:2]1[CH:7]=[CH:6][C:5]([C:8]2[CH:9]=[CH:10][C:11]([C:14]#[C:15][C:16]3[CH:21]=[CH:20][C:19](/[CH:22]=[CH:23]/[CH2:24]Cl)=[CH:18][CH:17]=3)=[N:12][CH:13]=2)=[CH:4][CH:3]=1.[NH2:26][C:27]([CH3:32])([CH2:30][OH:31])[CH2:28][OH:29]. (7) Given the product [CH3:29][N:30]1[CH:31]=[C:1]([C:3]2[CH:4]=[C:5]([CH:13]=[C:14]([C:16]([F:19])([F:18])[F:17])[CH:15]=2)[C:6]([O:8][C:9]([CH3:12])([CH3:11])[CH3:10])=[O:7])[N:38]=[CH:37]1, predict the reactants needed to synthesize it. The reactants are: [CH:1]([C:3]1[CH:4]=[C:5]([CH:13]=[C:14]([C:16]([F:19])([F:18])[F:17])[CH:15]=1)[C:6]([O:8][C:9]([CH3:12])([CH3:11])[CH3:10])=[O:7])=O.C1(C)C=CC(S([CH2:29][N+:30]#[C-:31])(=O)=O)=CC=1.[C-]#N.[Na+].O1CC[N:38]=[CH:37]1.CO. (8) Given the product [NH2:21][C:10]1[N:9]([C:3]2[C:2]([F:1])=[CH:7][CH:6]=[CH:5][C:4]=2[F:8])[C:22](=[O:25])[CH:23]=[CH:24][C:11]=1[C:12](=[O:13])[C:14]1[CH:15]=[CH:16][C:17]([F:20])=[CH:18][CH:19]=1, predict the reactants needed to synthesize it. The reactants are: [F:1][C:2]1[CH:7]=[CH:6][CH:5]=[C:4]([F:8])[C:3]=1[NH:9][C:10](=[NH:21])[CH2:11][C:12]([C:14]1[CH:19]=[CH:18][C:17]([F:20])=[CH:16][CH:15]=1)=[O:13].[C:22](OC)(=[O:25])[C:23]#[CH:24].